Predict which catalyst facilitates the given reaction. From a dataset of Catalyst prediction with 721,799 reactions and 888 catalyst types from USPTO. (1) Reactant: [CH2:1]1[CH2:35][O:34][C@:5]2([C@:22]3([CH3:23])[C@H:8]([C@H:9]4[C@H:19]([CH2:20][CH2:21]3)[C@:17]3([CH3:18])[C@H:12]([CH2:13][C@@H:14]([O:24][C:25](=[O:32])[C:26]5[CH:31]=[CH:30][CH:29]=[CH:28][CH:27]=5)[CH2:15][CH2:16]3)[CH2:11][C:10]4=[O:33])[CH2:7][CH2:6]2)[CH:3]([CH3:4])[O:2]1.C([BH-](C(CC)C)C(CC)C)(CC)C.[Li+].[OH-].[Na+].OO. Product: [CH2:1]1[CH2:35][O:34][C@:5]2([C@:22]3([CH3:23])[C@H:8]([C@H:9]4[C@H:19]([CH2:20][CH2:21]3)[C@:17]3([CH3:18])[C@H:12]([CH2:13][C@@H:14]([O:24][C:25](=[O:32])[C:26]5[CH:27]=[CH:28][CH:29]=[CH:30][CH:31]=5)[CH2:15][CH2:16]3)[CH2:11][C@H:10]4[OH:33])[CH2:7][CH2:6]2)[CH:3]([CH3:4])[O:2]1. The catalyst class is: 1. (2) Reactant: C([O:3][C:4](=[O:20])[CH2:5][C:6]1[CH:11]=[CH:10][C:9]([NH:12][C:13]([O:15][C:16]([CH3:19])([CH3:18])[CH3:17])=[O:14])=[CH:8][CH:7]=1)C.[OH-].[Na+]. Product: [C:16]([O:15][C:13]([NH:12][C:9]1[CH:8]=[CH:7][C:6]([CH2:5][C:4]([OH:20])=[O:3])=[CH:11][CH:10]=1)=[O:14])([CH3:19])([CH3:17])[CH3:18]. The catalyst class is: 5. (3) Reactant: [N+:1]([C:4]1[CH:16]=[CH:15][C:7]([C:8]([O:10][C:11]([CH3:14])([CH3:13])[CH3:12])=[O:9])=[C:6]([C:17]#[C:18][Si](C)(C)C)[CH:5]=1)([O-:3])=[O:2].C(=O)([O-])[O-].[K+].[K+].O. Product: [C:17]([C:6]1[CH:5]=[C:4]([N+:1]([O-:3])=[O:2])[CH:16]=[CH:15][C:7]=1[C:8]([O:10][C:11]([CH3:14])([CH3:13])[CH3:12])=[O:9])#[CH:18]. The catalyst class is: 5. (4) Reactant: [F:1][C:2]([F:22])([F:21])[O:3][C:4]1[CH:9]=[CH:8][C:7](N2N=CC3C(=CC=CC=3)C2=O)=[CH:6][CH:5]=1.[CH3:23][C:24]1[N:29]=[C:28]([CH2:30][CH2:31]O)[CH:27]=[CH:26][CH:25]=1.[C:33]1(P([C:33]2[CH:38]=[CH:37][CH:36]=[CH:35][CH:34]=2)[C:33]2[CH:38]=[CH:37][CH:36]=[CH:35][CH:34]=2)[CH:38]=[CH:37][CH:36]=[CH:35][CH:34]=1.CCO[C:55](/[N:57]=[N:58]/[C:59]([O:61]CC)=O)=O. Product: [CH3:23][C:24]1[N:29]=[C:28]([CH2:30][CH2:31][N:58]2[N:57]=[CH:55][C:38]3[C:33](=[CH:34][C:35]([C:7]4[CH:6]=[CH:5][C:4]([O:3][C:2]([F:1])([F:21])[F:22])=[CH:9][CH:8]=4)=[CH:36][CH:37]=3)[C:59]2=[O:61])[CH:27]=[CH:26][CH:25]=1. The catalyst class is: 1. (5) The catalyst class is: 632. Product: [C:13]1([CH2:12][C:4](=[O:10])[CH2:5][CH2:6][CH2:7][CH2:8][CH3:9])[CH:18]=[CH:17][CH:16]=[CH:15][CH:14]=1. Reactant: CON(C)[C:4](=[O:10])[CH2:5][CH2:6][CH2:7][CH2:8][CH3:9].[CH2:12]([Mg]Cl)[C:13]1[CH:18]=[CH:17][CH:16]=[CH:15][CH:14]=1. (6) Reactant: [C:1]([N:4]1[CH2:9][CH2:8][C:7]2[N:10]([C@H:36]3[CH2:40][CH2:39][O:38][CH2:37]3)[N:11]=[C:12]([N:13]3[C:22]4[C:17](=[CH:18][C:19]([C:23]5[CH:24]=[N:25][N:26]([CH3:28])[CH:27]=5)=[CH:20][CH:21]=4)[N:16](C(OC(C)(C)C)=O)[CH2:15][CH2:14]3)[C:6]=2[CH2:5]1)(=[O:3])[CH3:2].Cl. Product: [CH3:28][N:26]1[CH:27]=[C:23]([C:19]2[CH:18]=[C:17]3[C:22](=[CH:21][CH:20]=2)[N:13]([C:12]2[C:6]4[CH2:5][N:4]([C:1](=[O:3])[CH3:2])[CH2:9][CH2:8][C:7]=4[N:10]([C@H:36]4[CH2:40][CH2:39][O:38][CH2:37]4)[N:11]=2)[CH2:14][CH2:15][NH:16]3)[CH:24]=[N:25]1. The catalyst class is: 5. (7) Reactant: [Sn].[CH:2]([C:5]1[CH:10]=[C:9]([CH:11]([CH3:13])[CH3:12])[CH:8]=[CH:7][C:6]=1[N+:14]([O-])=O)([CH3:4])[CH3:3].Cl.C(O)(=O)C. Product: [CH:2]([C:5]1[CH:10]=[C:9]([CH:11]([CH3:13])[CH3:12])[CH:8]=[CH:7][C:6]=1[NH2:14])([CH3:4])[CH3:3]. The catalyst class is: 28. (8) Product: [C:1]([O:5][C@@H:6]([C:12]1[C:13]([CH3:36])=[N:14][C:15]2[N:16]([N:19]=[C:20]([C:22](=[O:35])[NH:23][CH2:24][C:25](=[O:34])[CH2:26][C:27]3[CH:32]=[CH:31][C:30]([F:33])=[CH:29][CH:28]=3)[CH:21]=2)[C:17]=1[N:39]1[CH2:40][CH2:42][C:51]([OH:52])([CH3:50])[CH2:45][CH2:43]1)[C:7]([O:9][CH2:10][CH3:11])=[O:8])([CH3:4])([CH3:3])[CH3:2]. The catalyst class is: 6. Reactant: [C:1]([O:5][C@@H:6]([C:12]1[C:13]([CH3:36])=[N:14][C:15]2[N:16]([N:19]=[C:20]([C:22](=[O:35])[NH:23][CH2:24][C:25](=[O:34])[CH2:26][C:27]3[CH:32]=[CH:31][C:30]([F:33])=[CH:29][CH:28]=3)[CH:21]=2)[C:17]=1I)[C:7]([O:9][CH2:10][CH3:11])=[O:8])([CH3:4])([CH3:3])[CH3:2].CC[N:39]([CH:43]([CH3:45])C)[CH:40]([CH3:42])C.CN1[C:51](=[O:52])[CH2:50]CC1. (9) Reactant: C(N([P:8]([N:12]([CH:16]([CH3:18])[CH3:17])[CH:13]([CH3:15])[CH3:14])(Cl)([O-:10])[O-:9])C(C)C)(C)C.[CH:19]([C:22]1[CH:73]=[CH:72][C:25]([O:26][CH2:27][C:28]([NH:30][C:31]2[NH:32][C:33](=[O:71])[C:34]3[N:35]=[CH:36][N:37]([C:69]=3[N:70]=2)[C@@H:38]2[O:68][C@H:42]([CH2:43][O:44][C:45]([C:62]3[CH:67]=[CH:66][CH:65]=[CH:64][CH:63]=3)([C:54]3[CH:59]=[CH:58][C:57]([O:60][CH3:61])=[CH:56][CH:55]=3)[C:46]3[CH:51]=[CH:50][C:49]([O:52][CH3:53])=[CH:48][CH:47]=3)[C@@H:40]([OH:41])[CH2:39]2)=[O:29])=[CH:24][CH:23]=1)([CH3:21])[CH3:20].C(N(C(C)C)C(C)C)C.[C:83]([O:86][C@@H:87]1[C@@H:97]([O:98][C:99](=[O:101])[CH3:100])[C@H:96]([O:102][C:103](=[O:105])[CH3:104])[C@@H:95]([CH2:106][O:107][C:108](=[O:110])[CH3:109])[O:94][C@H:88]1[O:89][CH2:90][CH2:91][CH2:92]O)(=[O:85])[CH3:84].N1C=NN=N1. Product: [CH:19]([C:22]1[CH:23]=[CH:24][C:25]([O:26][CH2:27][C:28]([NH:30][C:31]2[NH:32][C:33](=[O:71])[C:34]3[N:35]=[CH:36][N:37]([C:69]=3[N:70]=2)[C@@H:38]2[O:68][C@H:42]([CH2:43][O:44][C:45]([C:62]3[CH:67]=[CH:66][CH:65]=[CH:64][CH:63]=3)([C:54]3[CH:59]=[CH:58][C:57]([O:60][CH3:61])=[CH:56][CH:55]=3)[C:46]3[CH:51]=[CH:50][C:49]([O:52][CH3:53])=[CH:48][CH:47]=3)[C@@H:40]([O:41][P:8]([N:12]([CH:13]([CH3:14])[CH3:15])[CH:16]([CH3:17])[CH3:18])([O:9][CH2:92][CH2:91][CH2:90][O:89][C@@H:88]3[O:94][C@H:95]([CH2:106][O:107][C:108](=[O:110])[CH3:109])[C@@H:96]([O:102][C:103](=[O:105])[CH3:104])[C@H:97]([O:98][C:99](=[O:101])[CH3:100])[C@H:87]3[O:86][C:83](=[O:85])[CH3:84])=[O:10])[CH2:39]2)=[O:29])=[CH:72][CH:73]=1)([CH3:21])[CH3:20]. The catalyst class is: 4.